The task is: Predict the product of the given reaction.. This data is from Forward reaction prediction with 1.9M reactions from USPTO patents (1976-2016). (1) Given the reactants [H-].[Na+].[CH2:3]1[C:11]2[C:6](=[CH:7][CH:8]=[CH:9][CH:10]=2)[CH2:5][CH:4]1[OH:12].[C:13]([O:17][C:18]([N:20]1[CH2:24][CH2:23][CH2:22][C@H:21]1[CH2:25]OS(C)(=O)=O)=[O:19])([CH3:16])([CH3:15])[CH3:14], predict the reaction product. The product is: [C:13]([O:17][C:18]([N:20]1[CH2:24][CH2:23][CH2:22][C@H:21]1[CH2:25][O:12][CH:4]1[CH2:5][C:6]2[C:11](=[CH:10][CH:9]=[CH:8][CH:7]=2)[CH2:3]1)=[O:19])([CH3:16])([CH3:14])[CH3:15]. (2) Given the reactants C([O:3][C:4](=O)[CH2:5][CH:6]1[S:10][C:9]([C:11]2[NH:12][C:13]3[C:18]([CH:19]=2)=[CH:17][C:16]([O:20][C:21]([F:24])([F:23])[F:22])=[CH:15][C:14]=3[N:25]([CH3:34])[S:26]([C:29]2[S:30][CH:31]=[CH:32][CH:33]=2)(=[O:28])=[O:27])=[N:8][CH2:7]1)C.O1CCCC1.CO.[BH4-].[Li+], predict the reaction product. The product is: [OH:3][CH2:4][CH2:5][CH:6]1[S:10][C:9]([C:11]2[NH:12][C:13]3[C:18]([CH:19]=2)=[CH:17][C:16]([O:20][C:21]([F:23])([F:22])[F:24])=[CH:15][C:14]=3[N:25]([CH3:34])[S:26]([C:29]2[S:30][CH:31]=[CH:32][CH:33]=2)(=[O:28])=[O:27])=[N:8][CH2:7]1. (3) Given the reactants [N+:1]([C:4]1[CH:9]=[C:8]([N+:10]([O-:12])=[O:11])[CH:7]=[C:6]([CH:13]([CH3:20])[CH2:14][CH2:15][CH2:16][CH2:17][CH2:18][CH3:19])[C:5]=1[OH:21])([O-:3])=[O:2].C(N(C)C)C1C=CC=CC=1.[C:32](Cl)(=[O:36])/[CH:33]=[CH:34]/[CH3:35], predict the reaction product. The product is: [C:32]([O:21][C:5]1[C:6]([CH:13]([CH3:20])[CH2:14][CH2:15][CH2:16][CH2:17][CH2:18][CH3:19])=[CH:7][C:8]([N+:10]([O-:12])=[O:11])=[CH:9][C:4]=1[N+:1]([O-:3])=[O:2])(=[O:36])/[CH:33]=[CH:34]/[CH3:35].